This data is from Forward reaction prediction with 1.9M reactions from USPTO patents (1976-2016). The task is: Predict the product of the given reaction. (1) Given the reactants C1C2C(COC(=O)[NH:17][C:18]([CH3:34])([CH3:33])[CH2:19][S:20](=[O:32])(=[O:31])[NH:21][CH:22]3[CH2:27][CH2:26][N:25]([CH:28]([CH3:30])[CH3:29])[CH2:24][CH2:23]3)C3C(=CC=CC=3)C=2C=CC=1.N1CCOCC1, predict the reaction product. The product is: [CH:28]([N:25]1[CH2:26][CH2:27][CH:22]([NH:21][S:20]([CH2:19][C:18]([NH2:17])([CH3:33])[CH3:34])(=[O:32])=[O:31])[CH2:23][CH2:24]1)([CH3:30])[CH3:29]. (2) Given the reactants P(Cl)(Cl)([Cl:3])=O.C(N(CC)C1C=CC=CC=1)C.[CH3:17][O:18][C:19]1[C:24]([N+:25]([O-:27])=[O:26])=[CH:23][NH:22][C:21](=O)[CH:20]=1, predict the reaction product. The product is: [Cl:3][C:21]1[CH:20]=[C:19]([O:18][CH3:17])[C:24]([N+:25]([O-:27])=[O:26])=[CH:23][N:22]=1. (3) Given the reactants [Cl:1][C:2]1[CH:10]=[CH:9][CH:8]=[C:7]2[C:3]=1[CH:4]=[CH:5][N:6]2[C@@H:11]1[O:28][C@H:27]([CH2:29][O:30][C:31](=[O:33])[CH3:32])[C@@H:22]([O:23][C:24](=[O:26])[CH3:25])[C@H:17]([O:18][C:19](=[O:21])[CH3:20])[C@H:12]1[O:13][C:14](=[O:16])[CH3:15].[Br:34][C:35]1[CH:43]=[CH:42][C:38]([C:39](Cl)=[O:40])=[CH:37][CH:36]=1, predict the reaction product. The product is: [Cl:1][C:2]1[CH:10]=[CH:9][CH:8]=[C:7]2[C:3]=1[C:4]([C:39]([C:38]1[CH:42]=[CH:43][C:35]([Br:34])=[CH:36][CH:37]=1)=[O:40])=[CH:5][N:6]2[C@@H:11]1[O:28][C@H:27]([CH2:29][O:30][C:31](=[O:33])[CH3:32])[C@@H:22]([O:23][C:24](=[O:26])[CH3:25])[C@H:17]([O:18][C:19](=[O:21])[CH3:20])[C@H:12]1[O:13][C:14](=[O:16])[CH3:15].